From a dataset of Catalyst prediction with 721,799 reactions and 888 catalyst types from USPTO. Predict which catalyst facilitates the given reaction. (1) Reactant: [C:1]([O:5][C:6]([N:8]1[CH:13]([CH2:14][CH:15]=[O:16])[CH2:12][CH:11]([N:17]([CH2:22][C:23]2[CH:28]=[C:27]([C:29]([F:32])([F:31])[F:30])[CH:26]=[C:25]([C:33]([F:36])([F:35])[F:34])[CH:24]=2)[C:18]([O:20][CH3:21])=[O:19])[CH2:10][CH:9]1[CH2:37][CH3:38])=[O:7])([CH3:4])([CH3:3])[CH3:2].[CH:39]([Mg]Cl)([CH3:41])[CH3:40]. Product: [C:1]([O:5][C:6]([N:8]1[CH:13]([CH2:14][CH:15]([OH:16])[CH:39]([CH3:41])[CH3:40])[CH2:12][CH:11]([N:17]([CH2:22][C:23]2[CH:28]=[C:27]([C:29]([F:31])([F:32])[F:30])[CH:26]=[C:25]([C:33]([F:36])([F:34])[F:35])[CH:24]=2)[C:18]([O:20][CH3:21])=[O:19])[CH2:10][CH:9]1[CH2:37][CH3:38])=[O:7])([CH3:4])([CH3:3])[CH3:2]. The catalyst class is: 1. (2) Reactant: [CH2:1]([Li])CCC.[CH3:6][N:7]([C:9]1[CH:14]=[CH:13][C:12]([CH:15]=O)=[CH:11][CH:10]=1)[CH3:8]. Product: [CH3:6][N:7]([CH3:8])[C:9]1[CH:14]=[CH:13][C:12]([CH:15]=[CH2:1])=[CH:11][CH:10]=1. The catalyst class is: 307. (3) Reactant: [CH3:1][O:2][C:3](=[O:15])[C:4](=O)[CH:5]=[CH:6][C:7]1[CH:12]=[CH:11][CH:10]=[CH:9][C:8]=1[Cl:13].Cl.[Br:17][C:18]1[CH:23]=[CH:22][C:21]([NH:24][NH2:25])=[CH:20][CH:19]=1. The catalyst class is: 15. Product: [CH3:1][O:2][C:3]([C:4]1[CH2:5][CH:6]([C:7]2[CH:12]=[CH:11][CH:10]=[CH:9][C:8]=2[Cl:13])[N:24]([C:21]2[CH:22]=[CH:23][C:18]([Br:17])=[CH:19][CH:20]=2)[N:25]=1)=[O:15]. (4) Reactant: [Cl-].[Al+3].[Cl-].[Cl-].[CH3:5][O:6][C:7]1[C:16]([O:17][CH3:18])=[CH:15][C:14]2[C:9](=[CH:10][CH:11]=[CH:12][CH:13]=2)[CH:8]=1.[C:19](Cl)(=[O:26])[C:20]1[CH:25]=[CH:24][CH:23]=[CH:22][CH:21]=1. Product: [CH3:18][O:17][C:16]1[CH:15]=[C:14]2[C:9](=[CH:8][C:7]=1[O:6][CH3:5])[CH:10]=[C:11]([C:19]([C:20]1[CH:25]=[CH:24][CH:23]=[CH:22][CH:21]=1)=[O:26])[CH:12]=[CH:13]2. The catalyst class is: 2. (5) Reactant: [CH3:1][O:2][CH2:3][CH2:4][NH2:5].CCN(C(C)C)C(C)C.[Br:15][CH2:16][CH2:17][C:18](Cl)=[O:19]. Product: [Br:15][CH2:16][CH2:17][C:18]([NH:5][CH2:4][CH2:3][O:2][CH3:1])=[O:19]. The catalyst class is: 4. (6) Product: [C:7]([C@@H:9]1[CH2:13][CH2:12][CH2:11][N:10]1[C:14]([O:16][CH2:17][C:18]1[CH:19]=[CH:20][CH:21]=[CH:22][CH:23]=1)=[O:15])(=[O:8])[CH3:1]. The catalyst class is: 7. Reactant: [CH3:1][Mg]Br.CON(C)[C:7]([C@@H:9]1[CH2:13][CH2:12][CH2:11][N:10]1[C:14]([O:16][CH2:17][C:18]1[CH:23]=[CH:22][CH:21]=[CH:20][CH:19]=1)=[O:15])=[O:8].[Cl-].[NH4+]. (7) Reactant: [F:1][C:2]1[CH:26]=[CH:25][C:24]([F:27])=[CH:23][C:3]=1[CH2:4][C@H:5]1[CH2:10][C@H:9]([C:11](=[O:18])[CH2:12][C:13](OCC)=[O:14])[CH2:8][CH2:7][N:6]1[C:19]([O:21][CH3:22])=[O:20].[OH-].[Na+].[NH2:30]O.Cl. Product: [F:1][C:2]1[CH:26]=[CH:25][C:24]([F:27])=[CH:23][C:3]=1[CH2:4][C@H:5]1[CH2:10][C@H:9]([C:11]2[O:18][NH:30][C:13](=[O:14])[CH:12]=2)[CH2:8][CH2:7][N:6]1[C:19]([O:21][CH3:22])=[O:20]. The catalyst class is: 24.